From a dataset of Forward reaction prediction with 1.9M reactions from USPTO patents (1976-2016). Predict the product of the given reaction. (1) Given the reactants [NH2:1][N:2]1[C:6]([CH2:7][NH:8]C(=O)OC(C)(C)C)=[CH:5][C:4]([C:16]([F:19])([F:18])[F:17])=[N:3]1.[N:20]1[CH:25]=[CH:24][CH:23]=[CH:22][C:21]=1[CH:26]=O.C(O)(=O)C.C(OCC)(=O)C.CCCCCC, predict the reaction product. The product is: [NH2:8][CH2:7][C:6]1[N:2]([NH:1][CH2:26][C:21]2[CH:22]=[CH:23][CH:24]=[CH:25][N:20]=2)[N:3]=[C:4]([C:16]([F:17])([F:18])[F:19])[CH:5]=1. (2) Given the reactants [Br:1][C:2]1[S:3][CH:4]=[CH:5][C:6]=1[C:7]([OH:9])=[O:8].[Cl:10][S:11](O)(=[O:13])=[O:12], predict the reaction product. The product is: [Br:1][C:2]1[S:3][C:4]([S:11]([Cl:10])(=[O:13])=[O:12])=[CH:5][C:6]=1[C:7]([OH:9])=[O:8]. (3) Given the reactants [CH3:1][C:2]1[CH:3]=[C:4]([C:18]2[CH:19]=[C:20]([CH:24]=[CH:25][CH:26]=2)[C:21]([OH:23])=O)[O:5][C:6]=1[CH:7]=[C:8]1[C:16]2[C:11](=[CH:12][CH:13]=[CH:14][CH:15]=2)[NH:10][C:9]1=[O:17].C1C=CC2N(O)N=NC=2C=1.CCN=C=NCCCN(C)C.[N:48]1([CH2:53][CH2:54][NH2:55])[CH2:52][CH2:51][CH2:50][CH2:49]1.CCN(C(C)C)C(C)C, predict the reaction product. The product is: [CH3:1][C:2]1[CH:3]=[C:4]([C:18]2[CH:19]=[C:20]([CH:24]=[CH:25][CH:26]=2)[C:21]([NH:55][CH2:54][CH2:53][N:48]2[CH2:52][CH2:51][CH2:50][CH2:49]2)=[O:23])[O:5][C:6]=1[CH:7]=[C:8]1[C:16]2[C:11](=[CH:12][CH:13]=[CH:14][CH:15]=2)[NH:10][C:9]1=[O:17]. (4) Given the reactants [Cl:1][C:2]1[N:10]=[CH:9][C:8]([C:11]([F:14])([F:13])[F:12])=[CH:7][C:3]=1[C:4](O)=[O:5].C(Cl)(=O)C([Cl:18])=O.CN(C=O)C, predict the reaction product. The product is: [Cl:1][C:2]1[N:10]=[CH:9][C:8]([C:11]([F:14])([F:13])[F:12])=[CH:7][C:3]=1[C:4]([Cl:18])=[O:5]. (5) Given the reactants [Cl:1][C:2]1[CH:7]=[CH:6][C:5]([CH:8]([C:23]2[CH:28]=[CH:27][CH:26]=[CH:25][C:24]=2[F:29])[O:9][C:10]2[CH:19]=[CH:18][C:17]([N+:20]([O-])=O)=[CH:16][C:11]=2[C:12]([O:14][CH3:15])=[O:13])=[CH:4][CH:3]=1.[Cl-].[Ca+2].[Cl-].C(O)C, predict the reaction product. The product is: [NH2:20][C:17]1[CH:18]=[CH:19][C:10]([O:9][CH:8]([C:5]2[CH:4]=[CH:3][C:2]([Cl:1])=[CH:7][CH:6]=2)[C:23]2[CH:28]=[CH:27][CH:26]=[CH:25][C:24]=2[F:29])=[C:11]([CH:16]=1)[C:12]([O:14][CH3:15])=[O:13]. (6) Given the reactants [CH2:1]([N:8]([CH2:28][C:29]1[CH:34]=[CH:33][CH:32]=[CH:31][CH:30]=1)[C@@H:9]([CH2:20][C:21]1[CH:26]=[CH:25][CH:24]=[C:23]([F:27])[CH:22]=1)[C:10](OCC1C=CC=CC=1)=[O:11])[C:2]1[CH:7]=[CH:6][CH:5]=[CH:4][CH:3]=1.[H-].[H-].[H-].[H-].[Li+].[Al+3], predict the reaction product. The product is: [CH2:28]([N:8]([CH2:1][C:2]1[CH:3]=[CH:4][CH:5]=[CH:6][CH:7]=1)[C@@H:9]([CH2:20][C:21]1[CH:26]=[CH:25][CH:24]=[C:23]([F:27])[CH:22]=1)[CH2:10][OH:11])[C:29]1[CH:30]=[CH:31][CH:32]=[CH:33][CH:34]=1. (7) Given the reactants [Br:1][C:2]1[C:3](Cl)=[N:4][CH:5]=[C:6]([N+:8]([O-:10])=[O:9])[CH:7]=1.[CH3:12][O-:13].[Na+], predict the reaction product. The product is: [Br:1][C:2]1[C:3]([O:13][CH3:12])=[N:4][CH:5]=[C:6]([N+:8]([O-:10])=[O:9])[CH:7]=1. (8) Given the reactants CC(OI1(OC(C)=O)(OC(C)=O)OC(=O)C2C=CC=CC1=2)=O.[Cl:23][C:24]1[CH:29]=[CH:28][C:27]([CH:30]([C:33]2[CH:38]=[CH:37][C:36]([Cl:39])=[CH:35][CH:34]=2)[CH2:31][OH:32])=[CH:26][CH:25]=1.[OH-].[Na+], predict the reaction product. The product is: [Cl:23][C:24]1[CH:29]=[CH:28][C:27]([CH:30]([C:33]2[CH:34]=[CH:35][C:36]([Cl:39])=[CH:37][CH:38]=2)[CH:31]=[O:32])=[CH:26][CH:25]=1.